Dataset: Reaction yield outcomes from USPTO patents with 853,638 reactions. Task: Predict the reaction yield, written as a fraction of the theoretical maximum amount of product (1.0 means a 100% yield; for example, 0.34 means a 34% yield). (1) The reactants are [C:1]1([C:7]2[NH:8][C:9]3[CH:10]=[CH:11][CH:12]=[C:13]4[C:19](=O)[NH:18][CH2:17][CH2:16][C:15]=2[C:14]=34)[CH:6]=[CH:5][CH:4]=[CH:3][CH:2]=1.COC1C=CC(P2(SP(C3C=CC(OC)=CC=3)(=S)S2)=[S:30])=CC=1. The yield is 0.680. The product is [C:1]1([C:7]2[NH:8][C:9]3[CH:10]=[CH:11][CH:12]=[C:13]4[C:19](=[S:30])[NH:18][CH2:17][CH2:16][C:15]=2[C:14]=34)[CH:6]=[CH:5][CH:4]=[CH:3][CH:2]=1. The catalyst is C1(C)C=CC=CC=1.O. (2) The reactants are C(OC(=O)[NH:5][C:6]1[S:10][N:9]=[C:8]([S:11][CH2:12][CH2:13][CH2:14][CH2:15][CH3:16])[C:7]=1[C:17]#[N:18])C.S(=O)(=O)(O)[OH:21]. No catalyst specified. The product is [NH2:5][C:6]1[S:10][N:9]=[C:8]([S:11][CH2:12][CH2:13][CH2:14][CH2:15][CH3:16])[C:7]=1[C:17]([NH2:18])=[O:21]. The yield is 1.00. (3) The product is [CH3:1][O:2][C:3]([C:5]1[S:6][C:7]([C:10](=[O:12])[NH:14][CH2:18][CH2:17][N:49]([C:42]([O:44][C:45]([CH3:46])([CH3:47])[CH3:48])=[O:43])[C:50]([NH2:51])=[N:55][C:56]([O:58][C:59]([CH3:60])([CH3:61])[CH3:62])=[O:57])=[CH:8][CH:9]=1)=[O:4]. The reactants are [CH3:1][O:2][C:3]([C:5]1[S:6][C:7]([C:10]([OH:12])=O)=[CH:8][CH:9]=1)=[O:4].O[N:14]1[C:18]2C=CC=C[C:17]=2N=N1.Cl.CN(C)CCCN=C=NCC.CN1CCOCC1.[C:42]([NH:49][C:50]([NH:55][C:56]([O:58][C:59]([CH3:62])([CH3:61])[CH3:60])=[O:57])=[N:51]CCN)([O:44][C:45]([CH3:48])([CH3:47])[CH3:46])=[O:43]. The catalyst is CN(C=O)C. The yield is 0.940. (4) The reactants are CCN(C(C)C)C(C)C.[F:10][C:11]1[CH:16]=[CH:15][C:14]([C:17]2[O:18][C:19]3[CH:29]=[CH:28][C:27]([C:30]4[CH:31]=[C:32]([CH:42]=[CH:43][CH:44]=4)[C:33]([NH:35][C:36]([CH3:41])([CH3:40])[C:37]([OH:39])=O)=[O:34])=[CH:26][C:20]=3[C:21]=2[C:22](=[O:25])[NH:23][CH3:24])=[CH:13][CH:12]=1.[CH3:45][C:46]1[CH:50]=[C:49]([NH2:51])[O:48][N:47]=1.[H-].[Na+]. The catalyst is CN(C=O)C.CO. The product is [F:10][C:11]1[CH:16]=[CH:15][C:14]([C:17]2[O:18][C:19]3[CH:29]=[CH:28][C:27]([C:30]4[CH:44]=[CH:43][CH:42]=[C:32]([C:33](=[O:34])[NH:35][C:36]([CH3:41])([CH3:40])[C:37]([NH:51][C:49]5[O:48][N:47]=[C:46]([CH3:45])[CH:50]=5)=[O:39])[CH:31]=4)=[CH:26][C:20]=3[C:21]=2[C:22]([NH:23][CH3:24])=[O:25])=[CH:13][CH:12]=1. The yield is 0.110. (5) The reactants are [Cl:1][C:2]1[C:3]([C:34]2[C:42]3[C:37](=[CH:38][CH:39]=[CH:40][CH:41]=3)[NH:36][CH:35]=2)=[N:4][C:5]([NH:8][CH:9]2[CH2:14][CH2:13][CH2:12][C:11]([NH:16][C:17](=[O:33])[C:18]3[CH:23]=[CH:22][C:21]([NH:24][C:25](=[O:32])/[CH:26]=[CH:27]/[CH2:28][N:29]([CH3:31])[CH3:30])=[CH:20][CH:19]=3)([CH3:15])[CH2:10]2)=[N:6][CH:7]=1. The yield is 0.180. The catalyst is CO.C(Cl)Cl. The product is [Cl:1][C:2]1[C:3]([C:34]2[C:42]3[C:37](=[CH:38][CH:39]=[CH:40][CH:41]=3)[NH:36][CH:35]=2)=[N:4][C:5]([NH:8][C@@H:9]2[CH2:14][CH2:13][CH2:12][C@@:11]([NH:16][C:17](=[O:33])[C:18]3[CH:19]=[CH:20][C:21]([NH:24][C:25](=[O:32])/[CH:26]=[CH:27]/[CH2:28][N:29]([CH3:30])[CH3:31])=[CH:22][CH:23]=3)([CH3:15])[CH2:10]2)=[N:6][CH:7]=1.